This data is from Forward reaction prediction with 1.9M reactions from USPTO patents (1976-2016). The task is: Predict the product of the given reaction. (1) Given the reactants CN1CC2C(NCC2)C1.[CH3:10][N:11]1[CH2:18][CH:17]2[CH:13]([N:14]([C:19]3[CH:24]=[CH:23][C:22]([NH2:25])=[CH:21][CH:20]=3)[CH2:15][CH2:16]2)[CH2:12]1.[C:26]([N:33]1[CH:37]=[CH:36]N=[CH:34]1)(N1C=CN=C1)=[O:27].[Cl:38][C:39]1[CH:44]=[CH:43][C:42]([CH:45]2CCNC[CH2:46]2)=[CH:41][CH:40]=1, predict the reaction product. The product is: [CH3:10][N:11]1[CH2:18][CH:17]2[CH:13]([N:14]([C:19]3[CH:24]=[CH:23][C:22]([NH:25][C:26]([N:33]4[CH2:34][CH2:46][CH:45]([C:42]5[CH:43]=[CH:44][C:39]([Cl:38])=[CH:40][CH:41]=5)[CH2:36][CH2:37]4)=[O:27])=[CH:21][CH:20]=3)[CH2:15][CH2:16]2)[CH2:12]1. (2) Given the reactants S(Cl)([Cl:3])=O.[CH3:5][N:6]1[C:20]2[C:15](=[CH:16][CH:17]=[CH:18][CH:19]=2)[C:8]([CH2:9][C@H:10]([C:12]([OH:14])=[O:13])[NH2:11])=[CH:7]1.[CH3:21]O, predict the reaction product. The product is: [ClH:3].[CH3:21][O:13][C:12](=[O:14])[C@@H:10]([CH2:9][C:8]1[C:15]2[C:20](=[CH:19][CH:18]=[CH:17][CH:16]=2)[N:6]([CH3:5])[CH:7]=1)[NH2:11]. (3) Given the reactants [CH2:1]([N:8]1[CH2:13][CH2:12][CH:11]([CH2:14][OH:15])[CH2:10][CH2:9]1)[C:2]1[CH:7]=[CH:6][CH:5]=[CH:4][CH:3]=1.[C:16]([O:20][C:21]([N:23]1[CH2:29][CH2:28][C:27]2[CH:30]=[C:31]([C:34](O)=[O:35])[CH:32]=[CH:33][C:26]=2[CH2:25][CH2:24]1)=[O:22])([CH3:19])([CH3:18])[CH3:17].CC[N+](CCCN(C)C)=C=N.C(N(CC)CC)C, predict the reaction product. The product is: [CH2:25]1[C:26]2[CH:33]=[CH:32][C:31]([C:34]([O:15][CH2:14][CH:11]3[CH2:12][CH2:13][N:8]([CH2:1][C:2]4[CH:7]=[CH:6][CH:5]=[CH:4][CH:3]=4)[CH2:9][CH2:10]3)=[O:35])=[CH:30][C:27]=2[CH2:28][CH2:29][N:23]([C:21]([O:20][C:16]([CH3:19])([CH3:18])[CH3:17])=[O:22])[CH2:24]1. (4) The product is: [O:1]=[C:2]1[C:11]2[CH2:10][CH2:9][CH2:8][CH2:7][C:6]=2[C:5]([CH2:12][C:13]2[CH:14]=[C:15]([NH:19][C:20]([CH:22]3[CH2:25][CH2:24][NH:23]3)=[O:21])[CH:16]=[CH:17][CH:18]=2)=[N:4][NH:3]1.[F:33][C:34]([F:39])([F:38])[C:35]([OH:37])=[O:36]. Given the reactants [O:1]=[C:2]1[C:11]2[CH2:10][CH2:9][CH2:8][CH2:7][C:6]=2[C:5]([CH2:12][C:13]2[CH:14]=[C:15]([NH:19][C:20]([CH:22]3[CH2:25][CH2:24][N:23]3C(OC(C)(C)C)=O)=[O:21])[CH:16]=[CH:17][CH:18]=2)=[N:4][NH:3]1.[F:33][C:34]([F:39])([F:38])[C:35]([OH:37])=[O:36], predict the reaction product. (5) Given the reactants Br[CH2:2][C:3]([C:5]1[S:6][C:7]([CH3:10])=[CH:8][CH:9]=1)=[O:4].[N-:11]=[N+:12]=[N-:13].[Na+].O, predict the reaction product. The product is: [N:11]([CH2:2][C:3]([C:5]1[S:6][C:7]([CH3:10])=[CH:8][CH:9]=1)=[O:4])=[N+:12]=[N-:13]. (6) Given the reactants Br[C:2]1[CH:7]=[C:6]([O:8][CH3:9])[CH:5]=[C:4]([Br:10])[CH:3]=1.[Li]CCCC.CCCCCC.[CH3:22][C:23]([CH3:25])=[O:24], predict the reaction product. The product is: [Br:10][C:4]1[CH:3]=[C:2]([C:23]([OH:24])([CH3:25])[CH3:22])[CH:7]=[C:6]([O:8][CH3:9])[CH:5]=1. (7) Given the reactants [BH4-].[Na+].[C:3]1([S:9]([N:12]2[C:20]3[C:15](=[CH:16][C:17]([C:21](=O)[CH3:22])=[CH:18][CH:19]=3)[CH2:14][CH2:13]2)(=[O:11])=[O:10])[CH:8]=[CH:7][CH:6]=[CH:5][CH:4]=1.O.[OH-].[Na+], predict the reaction product. The product is: [CH2:21]([C:17]1[CH:16]=[C:15]2[C:20](=[CH:19][CH:18]=1)[N:12]([S:9]([C:3]1[CH:8]=[CH:7][CH:6]=[CH:5][CH:4]=1)(=[O:11])=[O:10])[CH2:13][CH2:14]2)[CH3:22]. (8) The product is: [O:11]1[CH2:16][CH2:15][N:14]([C:2]2[CH:7]=[C:6]([NH2:8])[CH:5]=[N:4][CH:3]=2)[CH2:13][CH2:12]1. Given the reactants Cl[C:2]1[CH:3]=[N:4][CH:5]=[C:6]([N+:8]([O-])=O)[CH:7]=1.[O:11]1[CH2:16][CH2:15][N:14](C2C=CC(N)=NC=2)[CH2:13][CH2:12]1, predict the reaction product.